Dataset: Catalyst prediction with 721,799 reactions and 888 catalyst types from USPTO. Task: Predict which catalyst facilitates the given reaction. Reactant: [Cl:1][C:2]1[CH:3]=[CH:4][C:5]([C:8]([OH:10])=O)=[N:6][CH:7]=1.[NH2:11][C:12]1[S:13][C@@:14]2([CH2:29][OH:30])[C@@H:16]([C@:17]([C:21]3[CH:26]=[C:25]([NH2:27])[CH:24]=[CH:23][C:22]=3[F:28])([CH2:19][F:20])[N:18]=1)[CH2:15]2.CCCP(O)(O)=O. Product: [NH2:11][C:12]1[S:13][C@@:14]2([CH2:29][OH:30])[C@@H:16]([C@:17]([C:21]3[CH:26]=[C:25]([NH:27][C:8](=[O:10])[C:5]4[CH:4]=[CH:3][C:2]([Cl:1])=[CH:7][N:6]=4)[CH:24]=[CH:23][C:22]=3[F:28])([CH2:19][F:20])[N:18]=1)[CH2:15]2. The catalyst class is: 44.